This data is from Reaction yield outcomes from USPTO patents with 853,638 reactions. The task is: Predict the reaction yield, written as a fraction of the theoretical maximum amount of product (1.0 means a 100% yield; for example, 0.34 means a 34% yield). (1) The yield is 0.340. The product is [NH2:5][C:6]1[N:11]=[CH:10][C:9](/[CH:12]=[CH:13]/[C:14]([N:24]([CH3:25])[CH2:23][C:22]2[N:18]([CH3:17])[C:19]3[S:28][CH:27]=[CH:26][C:20]=3[CH:21]=2)=[O:16])=[CH:8][CH:7]=1. The catalyst is CN(C=O)C.O. The reactants are C(Cl)CCl.[NH2:5][C:6]1[N:11]=[CH:10][C:9](/[CH:12]=[CH:13]/[C:14]([OH:16])=O)=[CH:8][CH:7]=1.[CH3:17][N:18]1[C:22]([CH2:23][NH:24][CH3:25])=[CH:21][C:20]2[CH:26]=[CH:27][S:28][C:19]1=2.C1C=CC2N(O)N=NC=2C=1.CCN(CC)CC. (2) The reactants are [C:1]([O:10]C)(=O)[C:2]1[C:3](=[CH:5][CH:6]=[CH:7][CH:8]=1)[SH:4].[C:12]([C:14]1[CH:15]=[CH:16][C:17]([O:20][CH2:21][CH2:22][CH2:23][CH2:24][CH2:25][C:26]([O:28][CH2:29][CH3:30])=[O:27])=[N:18][CH:19]=1)#[N:13].C(N(CC)CC)C. The catalyst is C1(C)C=CC=CC=1. The product is [O:10]=[C:1]1[C:2]2[CH:8]=[CH:7][CH:6]=[CH:5][C:3]=2[S:4][C:12]([C:14]2[CH:15]=[CH:16][C:17]([O:20][CH2:21][CH2:22][CH2:23][CH2:24][CH2:25][C:26]([O:28][CH2:29][CH3:30])=[O:27])=[N:18][CH:19]=2)=[N:13]1. The yield is 0.140. (3) The reactants are [CH3:1][C:2](=[N:6][OH:7])[C:3](=[O:5])[CH3:4].[Br:8][C:9]1[CH:16]=[CH:15][C:12]([CH:13]=O)=[CH:11][CH:10]=1. The catalyst is C(O)(=O)C. The product is [CH3:1][C:2]1[N+:6]([O-:7])=[C:13]([C:12]2[CH:15]=[CH:16][C:9]([Br:8])=[CH:10][CH:11]=2)[O:5][C:3]=1[CH3:4]. The yield is 0.740.